From a dataset of Full USPTO retrosynthesis dataset with 1.9M reactions from patents (1976-2016). Predict the reactants needed to synthesize the given product. Given the product [S:14]1[C:6]2[C:5]3[CH:4]=[CH:3][C:2]([C:23](=[O:25])[CH3:24])=[CH:11][C:10]=3[O:9][CH2:8][C:7]=2[CH:12]=[C:13]1[C:15](=[O:17])[CH3:16], predict the reactants needed to synthesize it. The reactants are: Br[C:2]1[CH:3]=[CH:4][C:5]2[C:6]3[S:14][C:13]([C:15](=[O:17])[CH3:16])=[CH:12][C:7]=3[CH2:8][O:9][C:10]=2[CH:11]=1.C([Sn](CCCC)(CCCC)[C:23]([O:25]CC)=[CH2:24])CCC.[F-].[K+].